Dataset: Full USPTO retrosynthesis dataset with 1.9M reactions from patents (1976-2016). Task: Predict the reactants needed to synthesize the given product. The reactants are: [Br:1][C:2]1[CH:10]=[CH:9][C:5]([CH2:6][NH:7][CH3:8])=[C:4]([CH2:11][S:12][CH2:13][CH2:14][CH2:15]C2C=CC=CC=2)[CH:3]=1.C(O[CH2:26][CH3:27])(=O)C.[OH2:28]. Given the product [Br:1][C:2]1[CH:10]=[CH:9][C:5]([CH2:6][NH:7][CH3:8])=[C:4]([CH:11]([C:27]2[CH:26]=[CH:4][CH:3]=[CH:2][CH:10]=2)[S:12]([CH2:13][CH2:14][CH3:15])=[O:28])[CH:3]=1, predict the reactants needed to synthesize it.